Dataset: Full USPTO retrosynthesis dataset with 1.9M reactions from patents (1976-2016). Task: Predict the reactants needed to synthesize the given product. Given the product [ClH:1].[ClH:1].[CH:21]1([N:18]2[CH2:19][CH2:20][CH:15]([CH2:14][C:11]3[N:10]=[C:9]([C:6]4[CH:5]=[CH:4][C:3]([CH2:2][CH2:26][NH2:27])=[CH:8][CH:7]=4)[O:13][N:12]=3)[CH2:16][CH2:17]2)[CH2:22][CH2:23][CH2:24][CH2:25]1, predict the reactants needed to synthesize it. The reactants are: [Cl:1][CH2:2][C:3]1[CH:8]=[CH:7][C:6]([C:9]2[O:13][N:12]=[C:11]([CH2:14][CH:15]3[CH2:20][CH2:19][N:18]([CH:21]4[CH2:25][CH2:24][CH2:23][CH2:22]4)[CH2:17][CH2:16]3)[N:10]=2)=[CH:5][CH:4]=1.[CH3:26][NH2:27].